This data is from NCI-60 drug combinations with 297,098 pairs across 59 cell lines. The task is: Regression. Given two drug SMILES strings and cell line genomic features, predict the synergy score measuring deviation from expected non-interaction effect. (1) Drug 1: C1C(C(OC1N2C=C(C(=O)NC2=O)F)CO)O. Drug 2: CCCCC(=O)OCC(=O)C1(CC(C2=C(C1)C(=C3C(=C2O)C(=O)C4=C(C3=O)C=CC=C4OC)O)OC5CC(C(C(O5)C)O)NC(=O)C(F)(F)F)O. Cell line: COLO 205. Synergy scores: CSS=44.2, Synergy_ZIP=-4.49, Synergy_Bliss=-9.44, Synergy_Loewe=-5.28, Synergy_HSA=-4.45. (2) Drug 1: CCC(=C(C1=CC=CC=C1)C2=CC=C(C=C2)OCCN(C)C)C3=CC=CC=C3.C(C(=O)O)C(CC(=O)O)(C(=O)O)O. Drug 2: CC(C)(C#N)C1=CC(=CC(=C1)CN2C=NC=N2)C(C)(C)C#N. Cell line: KM12. Synergy scores: CSS=5.50, Synergy_ZIP=-3.50, Synergy_Bliss=-3.53, Synergy_Loewe=-6.68, Synergy_HSA=-6.35. (3) Drug 1: CC1=CC2C(CCC3(C2CCC3(C(=O)C)OC(=O)C)C)C4(C1=CC(=O)CC4)C. Drug 2: CCC1=C2CN3C(=CC4=C(C3=O)COC(=O)C4(CC)O)C2=NC5=C1C=C(C=C5)O. Cell line: MCF7. Synergy scores: CSS=10.8, Synergy_ZIP=-6.46, Synergy_Bliss=1.89, Synergy_Loewe=-36.0, Synergy_HSA=-7.25.